Task: Binary Classification. Given a T-cell receptor sequence (or CDR3 region) and an epitope sequence, predict whether binding occurs between them.. Dataset: TCR-epitope binding with 47,182 pairs between 192 epitopes and 23,139 TCRs Result: 0 (the TCR does not bind to the epitope). The epitope is QVPLRPMTYK. The TCR CDR3 sequence is CASSYSPGLGGELFF.